From a dataset of Forward reaction prediction with 1.9M reactions from USPTO patents (1976-2016). Predict the product of the given reaction. (1) Given the reactants [Cl:1][C:2]1[N:7]=[CH:6][C:5]([CH2:8][NH:9][C:10]2[C:11](=O)[O:12][CH2:13][CH:14]=2)=[CH:4][CH:3]=1.[H-].[Na+].Br[CH2:19][CH:20]=[C:21]([Cl:23])[Cl:22].C[OH:25], predict the reaction product. The product is: [Cl:1][C:2]1[N:7]=[CH:6][C:5]([CH2:8][N:9]([CH2:19][CH:20]=[C:21]([Cl:23])[Cl:22])[C:10]2[CH2:11][O:12][C:13](=[O:25])[CH:14]=2)=[CH:4][CH:3]=1. (2) Given the reactants [I:1][C:2]1[CH:3]=[C:4]([N:8]2[C:12](=[O:13])[CH2:11][NH:10][C:9]2=[O:14])[CH:5]=[CH:6][CH:7]=1.[H-].[Na+].Br[CH2:18][C:19]([NH2:21])=[O:20].Cl, predict the reaction product. The product is: [I:1][C:2]1[CH:3]=[C:4]([N:8]2[C:12](=[O:13])[CH2:11][N:10]([CH2:18][C:19]([NH2:21])=[O:20])[C:9]2=[O:14])[CH:5]=[CH:6][CH:7]=1. (3) Given the reactants [F:1][C:2]1[C:7]([F:8])=[CH:6][CH:5]=[CH:4][C:3]=1[C:9]1[N:17]=[C:12]2[CH:13]=[N:14][NH:15][CH:16]=[C:11]2[N:10]=1.Cl[CH2:19][C:20]1[O:24][N:23]=[C:22]([C:25]2[CH:30]=[CH:29][C:28]([C:31]#[C:32][C:33]3[CH:38]=[CH:37][N:36]=[CH:35][CH:34]=3)=[CH:27][CH:26]=2)[CH:21]=1, predict the reaction product. The product is: [F:1][C:2]1[C:7]([F:8])=[CH:6][CH:5]=[CH:4][C:3]=1[C:9]1[N:17]=[C:12]2[CH:13]=[N:14][N:15]([CH2:19][C:20]3[O:24][N:23]=[C:22]([C:25]4[CH:26]=[CH:27][C:28]([C:31]#[C:32][C:33]5[CH:34]=[CH:35][N:36]=[CH:37][CH:38]=5)=[CH:29][CH:30]=4)[CH:21]=3)[CH:16]=[C:11]2[N:10]=1. (4) Given the reactants C([O-])(=O)C.[Na+].Cl.[CH3:7][O:8][NH2:9].[CH2:10]=[C:11]([C:25]1[N:30]=[C:29]([C:31](=O)[CH3:32])[CH:28]=[CH:27][CH:26]=1)[CH2:12][CH2:13][O:14]/[N:15]=[C:16](/[C:18]1[CH:23]=[CH:22][CH:21]=[C:20]([CH3:24])[N:19]=1)\[CH3:17], predict the reaction product. The product is: [CH3:7][O:8]/[N:9]=[C:31](/[C:29]1[CH:28]=[CH:27][CH:26]=[C:25]([C:11](=[CH2:10])[CH2:12][CH2:13][O:14]/[N:15]=[C:16](/[C:18]2[CH:23]=[CH:22][CH:21]=[C:20]([CH3:24])[N:19]=2)\[CH3:17])[N:30]=1)\[CH3:32]. (5) The product is: [Cl:35][C:9]1[CH:10]=[C:11]2[N:16]=[C:15]([O:17][C@H:18]3[C@H:22]4[O:23][CH2:24][C@@H:25]([OH:26])[C@H:21]4[O:20][CH2:19]3)[N:14]([CH2:27][O:28][CH2:29][CH2:30][Si:31]([CH3:34])([CH3:33])[CH3:32])[C:12]2=[N:13][C:8]=1[C:5]1[CH:6]=[CH:7][C:2]([B:39]2[O:40][C:41]([CH3:43])([CH3:42])[C:37]([CH3:53])([CH3:36])[O:38]2)=[CH:3][CH:4]=1. Given the reactants Br[C:2]1[CH:7]=[CH:6][C:5]([C:8]2[N:13]=[C:12]3[N:14]([CH2:27][O:28][CH2:29][CH2:30][Si:31]([CH3:34])([CH3:33])[CH3:32])[C:15]([O:17][C@H:18]4[C@H:22]5[O:23][CH2:24][C@@H:25]([OH:26])[C@H:21]5[O:20][CH2:19]4)=[N:16][C:11]3=[CH:10][C:9]=2[Cl:35])=[CH:4][CH:3]=1.[CH3:36][C:37]1([CH3:53])[C:41]([CH3:43])([CH3:42])[O:40][B:39]([B:39]2[O:40][C:41]([CH3:43])([CH3:42])[C:37]([CH3:53])([CH3:36])[O:38]2)[O:38]1.C([O-])(=O)C.[K+], predict the reaction product. (6) Given the reactants Br[C:2]1[CH:7]=[CH:6][C:5]([O:8][CH3:9])=[C:4]([O:10][CH2:11][CH3:12])[CH:3]=1.C([Li])CCC.[CH3:18][O:19][C:20]1[CH:21]=[C:22]([CH:25]=[C:26]([O:28][CH3:29])[CH:27]=1)[CH:23]=[O:24].COC1C=C(C(C2C=CC=C(OC)C=2)=CC#N)C=C(OC)C=1, predict the reaction product. The product is: [CH3:29][O:28][C:26]1[CH:25]=[C:22]([CH:23]([C:2]2[CH:7]=[CH:6][C:5]([O:8][CH3:9])=[C:4]([O:10][CH2:11][CH3:12])[CH:3]=2)[OH:24])[CH:21]=[C:20]([O:19][CH3:18])[CH:27]=1. (7) Given the reactants [NH2:1][CH2:2][C:3]([P:6](=[O:15])([OH:14])[O:7][C:8]1[CH:13]=CC=CC=1)([CH3:5])[CH3:4].[C:16](O)(=O)[CH:17](C)O.OC1C=C(C=CC=1)C=O.F[P-](F)(F)(F)(F)F.N1(O[P+](N2CCCC2)(N2CCCC2)N2CCCC2)C2C=CC=CC=2N=N1.C(N(C(C)C)CC)(C)C, predict the reaction product. The product is: [NH2:1][CH2:2][C:3]([P:6](=[O:15])([O:7][CH2:8][CH3:13])[O:14][CH2:16][CH3:17])([CH3:4])[CH3:5]. (8) The product is: [CH2:29]([O:1][C:2]1[CH:3]=[C:4]([C:10]2[O:11][CH:12]=[C:13]([CH2:15][CH2:16][C:17]([C:19]3[C:24]([CH3:25])=[CH:23][CH:22]=[CH:21][N:20]=3)=[O:18])[N:14]=2)[CH:5]=[CH:6][C:7]=1[O:8][CH3:9])[CH:28]=[CH2:27]. Given the reactants [OH:1][C:2]1[CH:3]=[C:4]([C:10]2[O:11][CH:12]=[C:13]([CH2:15][CH2:16][C:17]([C:19]3[C:24]([CH3:25])=[CH:23][CH:22]=[CH:21][N:20]=3)=[O:18])[N:14]=2)[CH:5]=[CH:6][C:7]=1[O:8][CH3:9].N12CCCN=C1CC[CH2:29][CH2:28][CH2:27]2.C(Br)C=C.O, predict the reaction product. (9) Given the reactants [CH3:1][O:2][C:3]1[CH:4]=[C:5](Br)[CH:6]=[C:7]([O:9][CH3:10])[CH:8]=1.[CH2:12]([NH:16][CH2:17][CH2:18][CH2:19][CH3:20])[CH2:13][CH2:14][CH3:15].C[Si]([N-][Si](C)(C)C)(C)C.[K+], predict the reaction product. The product is: [CH2:12]([N:16]([CH2:17][CH2:18][CH2:19][CH3:20])[C:8]1[C:3]([O:2][CH3:1])=[CH:4][CH:5]=[CH:6][C:7]=1[O:9][CH3:10])[CH2:13][CH2:14][CH3:15]. (10) Given the reactants Br[C:2]1[CH:11]=[C:10]([C:12]([O:14][CH3:15])=[O:13])[CH:9]=[CH:8][C:3]=1[C:4]([O:6]C)=O.[C:16]1([NH:22][C:23]([NH2:25])=[O:24])[CH:21]=[CH:20][CH:19]=[CH:18][CH:17]=1, predict the reaction product. The product is: [O:24]=[C:23]1[N:22]([C:16]2[CH:21]=[CH:20][CH:19]=[CH:18][CH:17]=2)[C:4](=[O:6])[C:3]2[C:2](=[CH:11][C:10]([C:12]([O:14][CH3:15])=[O:13])=[CH:9][CH:8]=2)[NH:25]1.